This data is from Full USPTO retrosynthesis dataset with 1.9M reactions from patents (1976-2016). The task is: Predict the reactants needed to synthesize the given product. Given the product [Cl:10][C:6]1[C:7]([C:8]#[N:9])=[C:2]([C:32]2[CH:31]=[N:30][CH:29]=[C:28]([S:25]([CH3:24])(=[O:27])=[O:26])[CH:33]=2)[C:3]([O:21][CH2:22][CH3:23])=[C:4]([CH:11]([NH:13][C:14](=[O:20])[O:15][C:16]([CH3:19])([CH3:18])[CH3:17])[CH3:12])[CH:5]=1, predict the reactants needed to synthesize it. The reactants are: Br[C:2]1[C:3]([O:21][CH2:22][CH3:23])=[C:4]([CH:11]([NH:13][C:14](=[O:20])[O:15][C:16]([CH3:19])([CH3:18])[CH3:17])[CH3:12])[CH:5]=[C:6]([Cl:10])[C:7]=1[C:8]#[N:9].[CH3:24][S:25]([C:28]1[CH:29]=[N:30][CH:31]=[C:32](B2OC(C)(C)C(C)(C)O2)[CH:33]=1)(=[O:27])=[O:26].C(=O)([O-])[O-].[K+].[K+].